This data is from Reaction yield outcomes from USPTO patents with 853,638 reactions. The task is: Predict the reaction yield, written as a fraction of the theoretical maximum amount of product (1.0 means a 100% yield; for example, 0.34 means a 34% yield). (1) The reactants are [Br:1][C:2]1[N:7]=[CH:6][C:5]([O:8][CH2:9][C:10]([CH3:23])([OH:22])[CH2:11][CH2:12][N:13]2[CH:17]=[C:16]([N+:18]([O-:20])=[O:19])[N:15]=[C:14]2Cl)=[CH:4][CH:3]=1.[H-].[Na+]. No catalyst specified. The product is [Br:1][C:2]1[N:7]=[CH:6][C:5]([O:8][CH2:9][C:10]2([CH3:23])[O:22][C:14]3=[N:15][C:16]([N+:18]([O-:20])=[O:19])=[CH:17][N:13]3[CH2:12][CH2:11]2)=[CH:4][CH:3]=1. The yield is 0.660. (2) The reactants are [N+:1]1([O-:10])[CH:6]=[C:5]([CH3:7])[CH:4]=[C:3]([CH3:8])[C:2]=1[CH3:9].C([O-])([O-])=O.[K+].[K+].[Br:17]Br.CCOC(C)=O. The catalyst is C(Cl)(Cl)(Cl)Cl.CO.CCOC(C)=O. The product is [Br:17][C:4]1[C:5]([CH3:7])=[CH:6][N+:1]([O-:10])=[C:2]([CH3:9])[C:3]=1[CH3:8]. The yield is 0.510. (3) The reactants are [CH3:1][C:2]1[S:6][C:5]([C:7]2[CH:12]=[CH:11][C:10]([C:13]([F:16])([F:15])[F:14])=[CH:9][CH:8]=2)=[N:4][C:3]=1[CH2:17][CH2:18][NH2:19].[CH3:20][O:21][C:22](=[O:36])[C:23]1[CH:28]=[C:27]([S:29](Cl)(=[O:31])=[O:30])[CH:26]=[CH:25][C:24]=1[CH:33]([CH3:35])[CH3:34].CN(C)C=O.C(=O)(O)[O-].[Na+]. The catalyst is CC(C)=O.O. The product is [CH3:20][O:21][C:22](=[O:36])[C:23]1[CH:28]=[C:27]([S:29](=[O:30])(=[O:31])[NH:19][CH2:18][CH2:17][C:3]2[N:4]=[C:5]([C:7]3[CH:8]=[CH:9][C:10]([C:13]([F:16])([F:15])[F:14])=[CH:11][CH:12]=3)[S:6][C:2]=2[CH3:1])[CH:26]=[CH:25][C:24]=1[CH:33]([CH3:34])[CH3:35]. The yield is 0.610. (4) The reactants are [C:1]([C:4]1[C:5]([F:40])=[C:6]([CH:36]=[CH:37][C:38]=1[F:39])[O:7][CH:8]([C:21]1[O:22][CH:23]=[C:24]([C:26]2[CH:31]=[CH:30][C:29]([C:32]([F:35])([F:34])[F:33])=[CH:28][CH:27]=2)[N:25]=1)[CH2:9][NH:10]C(=O)OCC1C=CC=CC=1)(=[O:3])[NH2:2]. The catalyst is C1COCC1.[Pd]. The product is [NH2:10][CH2:9][CH:8]([C:21]1[O:22][CH:23]=[C:24]([C:26]2[CH:31]=[CH:30][C:29]([C:32]([F:33])([F:35])[F:34])=[CH:28][CH:27]=2)[N:25]=1)[O:7][C:6]1[C:5]([F:40])=[C:4]([C:38]([F:39])=[CH:37][CH:36]=1)[C:1]([NH2:2])=[O:3]. The yield is 0.610. (5) The reactants are Br[C:2]1[CH:7]=[CH:6][C:5]([N:8]2[C:12]([C:13]3[CH:21]=[C:20]4[C:16]([C:17]([CH2:25][CH3:26])=[N:18][N:19]4[CH:22]([CH3:24])[CH3:23])=[CH:15][CH:14]=3)=[CH:11][CH:10]=[N:9]2)=[CH:4][CH:3]=1.[CH3:27][N:28]1[CH2:33][CH2:32][NH:31][CH2:30][CH2:29]1.F[B-](F)(F)F.C([PH+](C(C)(C)C)C(C)(C)C)(C)(C)C.CC(C)([O-])C.[Na+]. The catalyst is C1C=CC(/C=C/C(/C=C/C2C=CC=CC=2)=O)=CC=1.C1C=CC(/C=C/C(/C=C/C2C=CC=CC=2)=O)=CC=1.C1C=CC(/C=C/C(/C=C/C2C=CC=CC=2)=O)=CC=1.[Pd].[Pd].C1(C)C=CC=CC=1. The product is [CH2:25]([C:17]1[C:16]2[C:20](=[CH:21][C:13]([C:12]3[N:8]([C:5]4[CH:6]=[CH:7][C:2]([N:31]5[CH2:32][CH2:33][N:28]([CH3:27])[CH2:29][CH2:30]5)=[CH:3][CH:4]=4)[N:9]=[CH:10][CH:11]=3)=[CH:14][CH:15]=2)[N:19]([CH:22]([CH3:24])[CH3:23])[N:18]=1)[CH3:26]. The yield is 0.680. (6) The product is [C:1]12([NH:11][C:12]3[CH:17]=[C:16]([NH:27][C:24]4[CH:25]=[CH:26][C:21]([O:20][CH3:19])=[CH:22][CH:23]=4)[N:15]=[CH:14][N:13]=3)[CH2:10][CH:5]3[CH2:6][CH:7]([CH2:9][CH:3]([CH2:4]3)[CH2:2]1)[CH2:8]2. The yield is 0.650. The catalyst is C1(C)C=CC=CC=1.CC([O-])=O.CC([O-])=O.[Pd+2]. The reactants are [C:1]12([NH:11][C:12]3[CH:17]=[C:16](Cl)[N:15]=[CH:14][N:13]=3)[CH2:10][CH:5]3[CH2:6][CH:7]([CH2:9][CH:3]([CH2:4]3)[CH2:2]1)[CH2:8]2.[CH3:19][O:20][C:21]1[CH:26]=[CH:25][C:24]([NH2:27])=[CH:23][CH:22]=1.C1C=CC(P(C2C(C3C(P(C4C=CC=CC=4)C4C=CC=CC=4)=CC=C4C=3C=CC=C4)=C3C(C=CC=C3)=CC=2)C2C=CC=CC=2)=CC=1. (7) The catalyst is CO. The yield is 0.440. The reactants are [CH3:1][N:2]1[C:7](=[O:8])[C:6]([NH:9][C:10]2[CH:15]=[CH:14][N:13]=[CH:12][N:11]=2)=[CH:5][C:4]([C:16]2[C:21]([CH:22]=[O:23])=[C:20]([N:24]3[CH2:35][CH2:34][C:33]4[C:32]5[CH2:31][C:30]([CH3:37])([CH3:36])[CH2:29][C:28]=5[S:27][C:26]=4[C:25]3=[O:38])[N:19]=[CH:18][CH:17]=2)=[CH:3]1.[BH4-].[Na+]. The product is [OH:23][CH2:22][C:21]1[C:20]([N:24]2[CH2:35][CH2:34][C:33]3[C:32]4[CH2:31][C:30]([CH3:36])([CH3:37])[CH2:29][C:28]=4[S:27][C:26]=3[C:25]2=[O:38])=[N:19][CH:18]=[CH:17][C:16]=1[C:4]1[CH:5]=[C:6]([NH:9][C:10]2[CH:15]=[CH:14][N:13]=[CH:12][N:11]=2)[C:7](=[O:8])[N:2]([CH3:1])[CH:3]=1.